This data is from Reaction yield outcomes from USPTO patents with 853,638 reactions. The task is: Predict the reaction yield, written as a fraction of the theoretical maximum amount of product (1.0 means a 100% yield; for example, 0.34 means a 34% yield). (1) The reactants are [NH2:1][C:2]1[O:3][C:4]2[C:5](=[C:7]([C:12]([O:14][CH3:15])=[O:13])[CH:8]=[C:9]([Cl:11])[CH:10]=2)[N:6]=1.[C:16]([O:20][C:21](O[C:21]([O:20][C:16]([CH3:19])([CH3:18])[CH3:17])=[O:22])=[O:22])([CH3:19])([CH3:18])[CH3:17]. The catalyst is C(Cl)Cl. The product is [C:16]([O:20][C:21]([NH:1][C:2]1[O:3][C:4]2[C:5](=[C:7]([C:12]([O:14][CH3:15])=[O:13])[CH:8]=[C:9]([Cl:11])[CH:10]=2)[N:6]=1)=[O:22])([CH3:19])([CH3:18])[CH3:17]. The yield is 0.360. (2) The product is [CH:1]([C:4]1[CH:9]=[CH:8][C:7]([CH:10]2[C:14]3[C:15]([CH3:22])=[C:16]([NH:21][C:30](=[O:31])[C:29]4[CH:33]=[CH:34][C:35]([O:36][CH3:37])=[C:27]([O:26][CH3:25])[CH:28]=4)[C:17]([CH3:20])=[C:18]([CH3:19])[C:13]=3[O:12][C:11]2([CH3:24])[CH3:23])=[CH:6][CH:5]=1)([CH3:3])[CH3:2]. The reactants are [CH:1]([C:4]1[CH:9]=[CH:8][C:7]([CH:10]2[C:14]3[C:15]([CH3:22])=[C:16]([NH2:21])[C:17]([CH3:20])=[C:18]([CH3:19])[C:13]=3[O:12][C:11]2([CH3:24])[CH3:23])=[CH:6][CH:5]=1)([CH3:3])[CH3:2].[CH3:25][O:26][C:27]1[CH:28]=[C:29]([CH:33]=[CH:34][C:35]=1[O:36][CH3:37])[C:30](Cl)=[O:31]. The catalyst is C(OCC)(=O)C.CCCCCC. The yield is 0.710. (3) The catalyst is O. The product is [Br:11][C:9]1[CH:10]=[C:2]2[C:3]([C:4](=[O:5])[NH:13][C:14](=[O:15])[NH:1]2)=[CH:7][C:8]=1[F:12]. The yield is 0.510. The reactants are [NH2:1][C:2]1[CH:10]=[C:9]([Br:11])[C:8]([F:12])=[CH:7][C:3]=1[C:4](O)=[O:5].[NH2:13][C:14](N)=[O:15]. (4) The catalyst is C(Cl)Cl.O. The yield is 0.390. The reactants are C1CN([P+](ON2N=NC3C=CC=CC2=3)(N2CCCC2)N2CCCC2)CC1.F[P-](F)(F)(F)(F)F.CCN(C(C)C)C(C)C.[Br:43][C:44]1[CH:52]=[C:51](/[CH:53]=[CH:54]/[CH:55]([C:60]2[CH:65]=[C:64]([Cl:66])[C:63]([Cl:67])=[C:62]([Cl:68])[CH:61]=2)[C:56]([F:59])([F:58])[F:57])[CH:50]=[CH:49][C:45]=1[C:46](O)=[O:47].[NH2:69][CH2:70][CH2:71][NH:72][C:73](=[O:79])[O:74][C:75]([CH3:78])([CH3:77])[CH3:76]. The product is [Br:43][C:44]1[CH:52]=[C:51](/[CH:53]=[CH:54]/[CH:55]([C:60]2[CH:61]=[C:62]([Cl:68])[C:63]([Cl:67])=[C:64]([Cl:66])[CH:65]=2)[C:56]([F:59])([F:58])[F:57])[CH:50]=[CH:49][C:45]=1[C:46]([NH:69][CH2:70][CH2:71][NH:72][C:73](=[O:79])[O:74][C:75]([CH3:76])([CH3:78])[CH3:77])=[O:47]. (5) The reactants are [I-].[CH3:2][S+](C)(C)=O.[H-].[Na+].[N:9]1[CH:14]=[CH:13][CH:12]=[C:11](/[CH:15]=[CH:16]/[C:17]([O:19][CH2:20][CH3:21])=[O:18])[CH:10]=1. The catalyst is CS(C)=O. The product is [N:9]1[CH:14]=[CH:13][CH:12]=[C:11]([C@@H:15]2[CH2:2][C@H:16]2[C:17]([O:19][CH2:20][CH3:21])=[O:18])[CH:10]=1. The yield is 0.371.